From a dataset of Reaction yield outcomes from USPTO patents with 853,638 reactions. Predict the reaction yield, written as a fraction of the theoretical maximum amount of product (1.0 means a 100% yield; for example, 0.34 means a 34% yield). (1) The reactants are C[Si]([CH:5](P(OCC)(OCC)=O)[C:6]([O-:8])=[O:7])(C)C.C([Li])CCC.[CH3:22][O:23][CH2:24][O:25][C:26]1[CH:31]=[C:30]([O:32][CH2:33][O:34][CH3:35])[CH:29]=[CH:28][C:27]=1[CH:36]1[CH2:41][CH2:40][C:39](=O)[CH2:38][CH2:37]1.[OH-].[Na+]. The catalyst is O1CCCC1. The product is [CH3:22][O:23][CH2:24][O:25][C:26]1[CH:31]=[C:30]([O:32][CH2:33][O:34][CH3:35])[CH:29]=[CH:28][C:27]=1[CH:36]1[CH2:41][CH2:40][C:39](=[CH:5][C:6]([OH:8])=[O:7])[CH2:38][CH2:37]1. The yield is 0.520. (2) The reactants are [CH3:1][O:2][C:3]1[CH:4]=[CH:5][CH:6]=[C:7]([OH:13])[C:8]=1[C:9]([O:11][CH3:12])=[O:10].F[C:15]1[CH:20]=[CH:19][CH:18]=[CH:17][C:16]=1[N+:21]([O-:23])=[O:22].[CH3:24][O:25][C:26]1[C:27]([C:40]([O:42][CH3:43])=[O:41])=[C:28]([CH:37]=[CH:38][CH:39]=1)[O:29][C:30]1[CH:36]=[CH:35][CH:34]=[CH:33][C:31]=1[NH2:32].[NH2:44][C:45]1[S:46][CH:47]=[CH:48][N:49]=1. No catalyst specified. The product is [CH3:1][O:2][C:3]1[C:8]([C:9]([O:11][CH3:12])=[O:10])=[C:7]([CH:6]=[CH:5][CH:4]=1)[O:13][C:15]1[CH:20]=[CH:19][CH:18]=[CH:17][C:16]=1[N+:21]([O-:23])=[O:22].[CH3:24][O:25][C:26]1[C:27]([C:40]([O:42][CH3:43])=[O:41])=[C:28]([CH:37]=[CH:38][CH:39]=1)[O:29][C:30]1[CH:36]=[CH:35][CH:34]=[CH:33][C:31]=1[NH:32][C:7]([NH:44][C:45]1[S:46][CH:47]=[CH:48][N:49]=1)=[O:13]. The yield is 0.800. (3) The reactants are C([O:3][C:4]([C:6]1[CH:7]=[C:8]2[C:13](=[CH:14][CH:15]=1)[NH:12][CH:11]([C:16]1[CH:21]=[CH:20][CH:19]=[C:18]([Br:22])[CH:17]=1)[C:10]([CH3:24])([CH3:23])[CH2:9]2)=[O:5])C.[OH-].[Na+].Cl. The catalyst is CO.O1CCCC1.O. The product is [Br:22][C:18]1[CH:17]=[C:16]([CH:11]2[C:10]([CH3:23])([CH3:24])[CH2:9][C:8]3[C:13](=[CH:14][CH:15]=[C:6]([C:4]([OH:5])=[O:3])[CH:7]=3)[NH:12]2)[CH:21]=[CH:20][CH:19]=1. The yield is 0.900. (4) The reactants are [C:1]([C:3]1[CH:8]=[CH:7][C:6]([OH:9])=[CH:5][CH:4]=1)#[N:2].F[C:11]1[CH:16]=[CH:15][CH:14]=[CH:13][C:12]=1[N+:17]([O-:19])=[O:18].[C:20]([C:22]1[CH:35]=[CH:34][C:25]([O:26][C:27]2[CH:33]=[CH:32][CH:31]=[CH:30][C:28]=2[NH2:29])=[CH:24][CH:23]=1)#[N:21].[NH2:36][C:37]1[S:38][CH:39]=[CH:40][N:41]=1. No catalyst specified. The product is [C:1]([C:3]1[CH:8]=[CH:7][C:6]([O:9][C:11]2[CH:16]=[CH:15][CH:14]=[CH:13][C:12]=2[N+:17]([O-:19])=[O:18])=[CH:5][CH:4]=1)#[N:2].[C:20]([C:22]1[CH:35]=[CH:34][C:25]([O:26][C:27]2[CH:33]=[CH:32][CH:31]=[CH:30][C:28]=2[NH:29][C:6]([NH:36][C:37]2[S:38][CH:39]=[CH:40][N:41]=2)=[O:9])=[CH:24][CH:23]=1)#[N:21]. The yield is 0.690. (5) The reactants are [F:1][C:2]1[CH:3]=[C:4]([N:9]2[CH2:13][C@H:12]([CH2:14][OH:15])[O:11][C:10]2=[O:16])[CH:5]=[CH:6][C:7]=1[I:8].C(N(CC)C(C)C)(C)C.[CH3:26][S:27](Cl)(=[O:29])=[O:28]. The catalyst is C(Cl)Cl. The product is [F:1][C:2]1[CH:3]=[C:4]([N:9]2[CH2:13][C@H:12]([CH2:14][O:15][S:27]([CH3:26])(=[O:29])=[O:28])[O:11][C:10]2=[O:16])[CH:5]=[CH:6][C:7]=1[I:8]. The yield is 0.873.